This data is from Reaction yield outcomes from USPTO patents with 853,638 reactions. The task is: Predict the reaction yield, written as a fraction of the theoretical maximum amount of product (1.0 means a 100% yield; for example, 0.34 means a 34% yield). (1) The reactants are [NH:1]1[C:9]2[C:4](=[C:5]([NH:10][C:11](=[O:21])[CH2:12][C:13]3[CH:18]=[CH:17][CH:16]=[C:15]([O:19][CH3:20])[CH:14]=3)[CH:6]=[CH:7][CH:8]=2)[CH:3]=[CH:2]1.[NH2:22][C:23]1[N:28]=[C:27](Cl)[CH:26]=[CH:25][N:24]=1.C([O-])([O-])=O.[Cs+].[Cs+].O. The catalyst is CN(C=O)C. The product is [NH2:22][C:23]1[N:28]=[C:27]([N:1]2[C:9]3[C:4](=[C:5]([NH:10][C:11](=[O:21])[CH2:12][C:13]4[CH:18]=[CH:17][CH:16]=[C:15]([O:19][CH3:20])[CH:14]=4)[CH:6]=[CH:7][CH:8]=3)[CH:3]=[CH:2]2)[CH:26]=[CH:25][N:24]=1. The yield is 0.550. (2) The reactants are [NH2:1][C:2]1[N:7]=[CH:6][N:5]=[C:4]([O:8][C:9]2[CH:14]=[CH:13][C:12]([NH:15]C(=O)C)=[CH:11][C:10]=2[F:19])[CH:3]=1.Cl.C([O-])([O-])=O.[Na+].[Na+]. The catalyst is CO. The product is [NH2:15][C:12]1[CH:13]=[CH:14][C:9]([O:8][C:4]2[N:5]=[CH:6][N:7]=[C:2]([NH2:1])[CH:3]=2)=[C:10]([F:19])[CH:11]=1. The yield is 0.960.